This data is from Full USPTO retrosynthesis dataset with 1.9M reactions from patents (1976-2016). The task is: Predict the reactants needed to synthesize the given product. (1) Given the product [OH:8][C:9]1[CH:18]=[C:17]2[C:12]([CH:13]=[C:14]([C:19]([O:21][CH2:22][CH3:23])=[O:20])[CH:15]=[N:16]2)=[N:11][CH:10]=1, predict the reactants needed to synthesize it. The reactants are: C([O:8][C:9]1[CH:18]=[C:17]2[C:12]([CH:13]=[C:14]([C:19]([O:21][CH2:22][CH3:23])=[O:20])[CH:15]=[N:16]2)=[N:11][CH:10]=1)C1C=CC=CC=1.C(OC1C=NC2C(C=1)=NC=C(Br)C=2)C1C=CC=CC=1.CCN(CC)CC. (2) Given the product [CH3:1][O:2][C:3](=[O:28])[CH:4]([NH:12][C:13]([C:15]1[CH:20]=[CH:19][C:18]([C:21]2[CH:22]=[CH:23][C:24]([O:27][CH2:29][C:30]3[CH:37]=[CH:36][CH:35]=[C:32]([CH3:33])[CH:31]=3)=[CH:25][CH:26]=2)=[CH:17][CH:16]=1)=[O:14])[CH2:5][C:6]1[CH:7]=[CH:8][CH:9]=[CH:10][CH:11]=1, predict the reactants needed to synthesize it. The reactants are: [CH3:1][O:2][C:3](=[O:28])[CH:4]([NH:12][C:13]([C:15]1[CH:20]=[CH:19][C:18]([C:21]2[CH:26]=[CH:25][C:24]([OH:27])=[CH:23][CH:22]=2)=[CH:17][CH:16]=1)=[O:14])[CH2:5][C:6]1[CH:11]=[CH:10][CH:9]=[CH:8][CH:7]=1.[CH3:29][C:30]1[CH:31]=[C:32]([CH:35]=[CH:36][CH:37]=1)[CH2:33]Br. (3) Given the product [CH3:18][O:19][C:20]1[CH:25]=[C:24]([C:2]2[CH:3]=[N:4][CH:5]=[C:6]([NH:8][C@H:9]([C:12]3[CH:17]=[CH:16][CH:15]=[CH:14][CH:13]=3)[CH2:10][CH3:11])[N:7]=2)[CH:23]=[CH:22][C:21]=1[OH:35], predict the reactants needed to synthesize it. The reactants are: Cl[C:2]1[N:7]=[C:6]([NH:8][C@H:9]([C:12]2[CH:17]=[CH:16][CH:15]=[CH:14][CH:13]=2)[CH2:10][CH3:11])[CH:5]=[N:4][CH:3]=1.[CH3:18][O:19][C:20]1[CH:25]=[C:24](B2OC(C)(C)C(C)(C)O2)[CH:23]=[CH:22][C:21]=1[OH:35]. (4) Given the product [CH2:1]([O:3][C:4]([C@@H:6]1[O:11][C:10]2[CH:12]=[CH:13][C:14]([CH2:16][CH2:17][N+:18]([O-:20])=[O:19])=[CH:15][C:9]=2[O:8][CH2:7]1)=[O:5])[CH3:2], predict the reactants needed to synthesize it. The reactants are: [CH2:1]([O:3][C:4]([CH:6]1[O:11][C:10]2[CH:12]=[CH:13][C:14]([CH:16]=[CH:17][N+:18]([O-:20])=[O:19])=[CH:15][C:9]=2[O:8][CH2:7]1)=[O:5])[CH3:2].[BH4-].[Na+].C(O)(=O)C.